Dataset: Reaction yield outcomes from USPTO patents with 853,638 reactions. Task: Predict the reaction yield, written as a fraction of the theoretical maximum amount of product (1.0 means a 100% yield; for example, 0.34 means a 34% yield). (1) The yield is 0.190. The product is [Cl:1][C:2]1[CH:3]=[C:4]([CH:9]([NH:11][C:12]2[CH:17]=[C:16]([N:22]3[CH2:27][CH2:26][NH:25][CH2:24][CH2:23]3)[CH:15]=[CH:14][C:13]=2[N+:19]([O-:21])=[O:20])[CH3:10])[CH:5]=[C:6]([Cl:8])[CH:7]=1. The reactants are [Cl:1][C:2]1[CH:3]=[C:4]([CH:9]([NH:11][C:12]2[CH:17]=[C:16](F)[CH:15]=[CH:14][C:13]=2[N+:19]([O-:21])=[O:20])[CH3:10])[CH:5]=[C:6]([Cl:8])[CH:7]=1.[NH:22]1[CH2:27][CH2:26][NH:25][CH2:24][CH2:23]1.C(N(CC)C(C)C)(C)C. The catalyst is C(#N)C. (2) The reactants are [C:1]1(C)C=CC=C[CH:2]=1.[CH2:8]([O:15][C:16]1[CH:17]=[C:18]([CH2:30][C:31]#[N:32])[CH:19]=[CH:20][C:21]=1[O:22][CH2:23][C:24]1[CH:29]=[CH:28][CH:27]=[CH:26][CH:25]=1)[C:9]1[CH:14]=[CH:13][CH:12]=[CH:11][CH:10]=1.BrCCCl. The catalyst is [N+](CCCC)(CCCC)(CCCC)CCCC.[Br-].[OH-].[Na+].O. The product is [CH2:8]([O:15][C:16]1[CH:17]=[C:18]([C:30]2([C:31]#[N:32])[CH2:2][CH2:1]2)[CH:19]=[CH:20][C:21]=1[O:22][CH2:23][C:24]1[CH:29]=[CH:28][CH:27]=[CH:26][CH:25]=1)[C:9]1[CH:10]=[CH:11][CH:12]=[CH:13][CH:14]=1. The yield is 0.660. (3) The product is [CH3:1][O:2][C:3]1[C:4]([O:31][CH3:32])=[CH:5][C:6]2[C:15]3[C:10](=[C:11]4[CH:19]=[C:18]5[O:20][CH2:21][O:22][C:17]5=[CH:16][C:12]4=[N:13][CH:14]=3)[N:9]([CH:23]([CH3:28])[CH2:24][N:25]([CH3:26])[CH3:27])[CH2:8][C:7]=2[CH:30]=1. The catalyst is C1COCC1. The reactants are [CH3:1][O:2][C:3]1[C:4]([O:31][CH3:32])=[CH:5][C:6]2[C:15]3[C:10](=[C:11]4[CH:19]=[C:18]5[O:20][CH2:21][O:22][C:17]5=[CH:16][C:12]4=[N:13][CH:14]=3)[N:9]([CH:23]([CH3:28])[CH2:24][N:25]([CH3:27])[CH3:26])[C:8](=O)[C:7]=2[CH:30]=1.[H-].[H-].[H-].[H-].[Li+].[Al+3]. The yield is 0.454. (4) The product is [F:8][C:5]1[CH:6]=[CH:7][C:2]([N:9]2[CH2:12][CH:11]([NH:13][C:14](=[O:39])[C:15]3[CH:20]=[CH:19][C:18]([S:21]([N:24]4[C:32]5[C:27](=[CH:28][CH:29]=[CH:30][CH:31]=5)[C:26]([C:33]5[CH:34]=[CH:35][CH:36]=[CH:37][CH:38]=5)=[CH:25]4)(=[O:22])=[O:23])=[CH:17][CH:16]=3)[CH2:10]2)=[CH:3][CH:4]=1. The catalyst is C1(C)C=CC=CC=1.C(Cl)Cl.C1C=CC(/C=C/C(/C=C/C2C=CC=CC=2)=O)=CC=1.C1C=CC(/C=C/C(/C=C/C2C=CC=CC=2)=O)=CC=1.C1C=CC(/C=C/C(/C=C/C2C=CC=CC=2)=O)=CC=1.[Pd].[Pd]. The reactants are Br[C:2]1[CH:7]=[CH:6][C:5]([F:8])=[CH:4][CH:3]=1.[NH:9]1[CH2:12][CH:11]([NH:13][C:14](=[O:39])[C:15]2[CH:20]=[CH:19][C:18]([S:21]([N:24]3[C:32]4[C:27](=[CH:28][CH:29]=[CH:30][CH:31]=4)[C:26]([C:33]4[CH:38]=[CH:37][CH:36]=[CH:35][CH:34]=4)=[CH:25]3)(=[O:23])=[O:22])=[CH:17][CH:16]=2)[CH2:10]1.C(P(C(C)(C)C)C1C=CC=CC=1C1C=CC=CC=1)(C)(C)C.CC(C)([O-])C.[Na+]. The yield is 0.240. (5) The reactants are [Br:1][C:2]1[CH:9]=[CH:8][C:5]([CH2:6]Br)=[CH:4][CH:3]=1.[N-:10]=[N+:11]=[N-:12].[Na+]. The catalyst is CS(C)=O.CCOC(C)=O. The product is [N:10]([CH2:6][C:5]1[CH:8]=[CH:9][C:2]([Br:1])=[CH:3][CH:4]=1)=[N+:11]=[N-:12]. The yield is 0.760. (6) The reactants are [C:1](Cl)(Cl)=[S:2].[NH2:5][C:6]1[C:15]2[C:10](=[CH:11][CH:12]=[CH:13][CH:14]=2)[C:9]([CH:16]2[CH2:18][CH2:17]2)=[CH:8][CH:7]=1.C(N(C(C)C)CC)(C)C.Cl. The catalyst is ClCCl. The product is [CH:16]1([C:9]2[C:10]3[C:15](=[CH:14][CH:13]=[CH:12][CH:11]=3)[C:6]([N:5]=[C:1]=[S:2])=[CH:7][CH:8]=2)[CH2:18][CH2:17]1. The yield is 0.860. (7) The reactants are Cl[C:2]1[C:7]([C:8]([O:10][CH2:11][CH3:12])=[O:9])=[CH:6][N:5]=[C:4]([S:13][CH3:14])[N:3]=1.[CH2:15]([NH2:17])[CH3:16]. The product is [CH2:15]([NH:17][C:2]1[C:7]([C:8]([O:10][CH2:11][CH3:12])=[O:9])=[CH:6][N:5]=[C:4]([S:13][CH3:14])[N:3]=1)[CH3:16]. The catalyst is CC#N. The yield is 0.991. (8) The yield is 0.490. The product is [CH:12]1([CH2:11][C:8]2[N:5]3[CH:6]=[CH:7][C:2]([N:26]4[CH2:27][CH2:28][CH:23]([C:17]5[CH:22]=[CH:21][CH:20]=[CH:19][CH:18]=5)[CH2:24][CH2:25]4)=[C:3]([C:15]#[N:16])[C:4]3=[N:10][N:9]=2)[CH2:14][CH2:13]1. The reactants are Cl[C:2]1[CH:7]=[CH:6][N:5]2[C:8]([CH2:11][CH:12]3[CH2:14][CH2:13]3)=[N:9][N:10]=[C:4]2[C:3]=1[C:15]#[N:16].[C:17]1([CH:23]2[CH2:28][CH2:27][NH:26][CH2:25][CH2:24]2)[CH:22]=[CH:21][CH:20]=[CH:19][CH:18]=1.C([O-])([O-])=O.[K+].[K+]. The catalyst is CC#N. (9) The reactants are C1([C@H](N)C)C=CC=CC=1.[C:10]([O:14][C:15]([N:17]1[CH2:22][C@H:21]([C:23]([O:25][CH3:26])=[O:24])[CH2:20][C@H:19]([C:27]([OH:29])=[O:28])[CH2:18]1)=[O:16])([CH3:13])([CH3:12])[CH3:11].CO.C(O)(=O)CC(CC(O)=O)(C(O)=O)O. The catalyst is O. The product is [C:10]([O:14][C:15]([N:17]1[CH2:22][C@H:21]([C:23]([O:25][CH3:26])=[O:24])[CH2:20][C@H:19]([C:27]([OH:29])=[O:28])[CH2:18]1)=[O:16])([CH3:13])([CH3:11])[CH3:12]. The yield is 0.961.